Dataset: Reaction yield outcomes from USPTO patents with 853,638 reactions. Task: Predict the reaction yield, written as a fraction of the theoretical maximum amount of product (1.0 means a 100% yield; for example, 0.34 means a 34% yield). (1) The reactants are [OH:1][C:2]1[CH:3]=[C:4]2[C:9](=[CH:10][CH:11]=1)[NH:8][C:7](=[O:12])[CH2:6][CH2:5]2.[CH:13]1([N:19]2[C:23]([CH2:24][CH2:25][CH2:26][CH2:27]Cl)=[N:22][N:21]=[N:20]2)[CH2:18][CH2:17][CH2:16][CH2:15][CH2:14]1.C(=O)([O-])[O-].[K+].[K+]. The catalyst is [Cl-].C([N+](CCCC)(CCCC)CCCC)CCC.S([O-])([O-])=O.[Na+].[Na+].O. The product is [CH:13]1([N:19]2[C:23]([CH2:24][CH2:25][CH2:26][CH2:27][O:1][C:2]3[CH:3]=[C:4]4[C:9](=[CH:10][CH:11]=3)[NH:8][C:7](=[O:12])[CH2:6][CH2:5]4)=[N:22][N:21]=[N:20]2)[CH2:14][CH2:15][CH2:16][CH2:17][CH2:18]1. The yield is 0.877. (2) The reactants are [Cl:1][C:2]1[CH:3]=[C:4]2[C:8](=[CH:9][CH:10]=1)[NH:7][C:6](=[O:11])[CH2:5]2.C(N([CH2:17][CH3:18])CC)C.Cl[C:20]([O:22][CH2:23][C:24]1[CH:29]=[CH:28][CH:27]=[CH:26][CH:25]=1)=[O:21].[OH2:30]. The catalyst is C1COCC1. The product is [CH2:23]([O:22][C:20]([O:11][C:6]1[N:7]([C:20]([O:22][CH2:23][C:18]2[CH:17]=[CH:26][CH:25]=[CH:24][CH:29]=2)=[O:30])[C:8]2[C:4]([CH:5]=1)=[CH:3][C:2]([Cl:1])=[CH:10][CH:9]=2)=[O:21])[C:24]1[CH:29]=[CH:28][CH:27]=[CH:26][CH:25]=1. The yield is 0.610.